Dataset: Reaction yield outcomes from USPTO patents with 853,638 reactions. Task: Predict the reaction yield, written as a fraction of the theoretical maximum amount of product (1.0 means a 100% yield; for example, 0.34 means a 34% yield). (1) The reactants are [CH3:1][C:2](C)([O-])[CH3:3].[K+].[C:7]([NH:17][CH2:18][CH2:19][CH2:20][CH2:21][C:22]1[CH:27]=[CH:26][C:25]([OH:28])=[CH:24][CH:23]=1)([O:9][CH2:10][C:11]1[CH:16]=[CH:15][CH:14]=[CH:13][CH:12]=1)=[O:8].C(Br)C=C. The catalyst is CC#N.C1OCCOCCOCCOCCOCCOC1. The product is [C:7]([NH:17][CH2:18][CH2:19][CH2:20][CH2:21][C:22]1[CH:27]=[CH:26][C:25]([O:28][CH2:3][CH:2]=[CH2:1])=[CH:24][CH:23]=1)([O:9][CH2:10][C:11]1[CH:12]=[CH:13][CH:14]=[CH:15][CH:16]=1)=[O:8]. The yield is 0.710. (2) The reactants are [C:1]1([CH2:7][C:8]([O:10][CH2:11][CH3:12])=[O:9])[CH:6]=[CH:5][CH:4]=[CH:3][CH:2]=1.[Li+].[CH3:14]C([N-]C(C)C)C.CI.CN1C(=O)N(C)CCC1. The catalyst is C1COCC1.O. The product is [CH2:11]([O:10][C:8](=[O:9])[CH:7]([C:1]1[CH:6]=[CH:5][CH:4]=[CH:3][CH:2]=1)[CH3:14])[CH3:12]. The yield is 0.850.